Dataset: Forward reaction prediction with 1.9M reactions from USPTO patents (1976-2016). Task: Predict the product of the given reaction. The product is: [C:16]([O:20][C:21](=[O:27])[NH:22][CH2:23][CH2:24][CH2:25][N:43]1[CH2:44][CH2:45][CH:40]([NH:39][C:37]([C:36]2[C:35]([O:34][C:33]3[CH:32]=[CH:31][C:30]([C:28]#[N:29])=[CH:60][CH:59]=3)=[N:49][C:48]([O:50][C:51]3[CH:56]=[CH:55][C:54]([C:57]#[N:58])=[CH:53][CH:52]=3)=[CH:47][CH:46]=2)=[O:38])[CH2:41][CH2:42]1)([CH3:19])([CH3:18])[CH3:17]. Given the reactants C([O-])([O-])=O.[K+].[K+].C(N(CC)C(C)C)(C)C.[C:16]([O:20][C:21](=[O:27])[NH:22][CH2:23][CH2:24][CH2:25]Br)([CH3:19])([CH3:18])[CH3:17].[C:28]([C:30]1[CH:60]=[CH:59][C:33]([O:34][C:35]2[N:49]=[C:48]([O:50][C:51]3[CH:56]=[CH:55][C:54]([C:57]#[N:58])=[CH:53][CH:52]=3)[CH:47]=[CH:46][C:36]=2[C:37]([NH:39][CH:40]2[CH2:45][CH2:44][NH:43][CH2:42][CH2:41]2)=[O:38])=[CH:32][CH:31]=1)#[N:29], predict the reaction product.